This data is from Merck oncology drug combination screen with 23,052 pairs across 39 cell lines. The task is: Regression. Given two drug SMILES strings and cell line genomic features, predict the synergy score measuring deviation from expected non-interaction effect. Drug 1: CCC1(O)C(=O)OCc2c1cc1n(c2=O)Cc2cc3c(CN(C)C)c(O)ccc3nc2-1. Drug 2: Cn1c(=O)n(-c2ccc(C(C)(C)C#N)cc2)c2c3cc(-c4cnc5ccccc5c4)ccc3ncc21. Cell line: DLD1. Synergy scores: synergy=20.5.